Dataset: Reaction yield outcomes from USPTO patents with 853,638 reactions. Task: Predict the reaction yield, written as a fraction of the theoretical maximum amount of product (1.0 means a 100% yield; for example, 0.34 means a 34% yield). The product is [CH:20]1([C:7]2[CH:1]=[C:6]([NH2:33])[N:9]([C:10]3[CH:11]=[C:12]4[C:17](=[CH:18][CH:19]=3)[N:16]=[CH:15][CH:14]=[CH:13]4)[N:8]=2)[CH2:25][CH2:24][CH2:23]1. The reactants are [C:1]1([C:7]([C:20]2[CH:25]=[CH:24][CH:23]=CC=2)=[N:8][NH:9][C:10]2[CH:11]=[C:12]3[C:17](=[CH:18][CH:19]=2)[N:16]=[CH:15][CH:14]=[CH:13]3)[CH:6]=CC=CC=1.C1(C(=O)CC#[N:33])CCC1. No catalyst specified. The yield is 0.400.